Dataset: Full USPTO retrosynthesis dataset with 1.9M reactions from patents (1976-2016). Task: Predict the reactants needed to synthesize the given product. (1) The reactants are: C(OC(=O)[N:7]([CH2:29][CH2:30][CH2:31][NH:32]C(OC(C)(C)C)=O)[CH2:8][C:9]1[CH:14]=[CH:13][C:12]([C:15]2[C:16](=[O:28])[N:17]=[C:18]3[NH:23][C:22]4[CH:24]=[CH:25][CH:26]=[CH:27][C:21]=4[N:19]3[CH:20]=2)=[CH:11][CH:10]=1)(C)(C)C.C(O)(C(F)(F)F)=O.C(Cl)[Cl:49]. Given the product [ClH:49].[NH2:32][CH2:31][CH2:30][CH2:29][NH:7][CH2:8][C:9]1[CH:10]=[CH:11][C:12]([C:15]2[C:16](=[O:28])[N:17]=[C:18]3[NH:23][C:22]4[CH:24]=[CH:25][CH:26]=[CH:27][C:21]=4[N:19]3[CH:20]=2)=[CH:13][CH:14]=1, predict the reactants needed to synthesize it. (2) Given the product [ClH:32].[NH:8]1[CH2:13][CH2:12][C:11](=[CH:14][C:15]2[CH:16]=[C:17]([CH:18]=[CH:19][CH:20]=2)[O:21][C:22]2[CH:27]=[CH:26][C:25]([C:28]([F:31])([F:29])[F:30])=[CH:24][N:23]=2)[CH2:10][CH2:9]1, predict the reactants needed to synthesize it. The reactants are: C(OC([N:8]1[CH2:13][CH2:12][C:11](=[CH:14][C:15]2[CH:20]=[CH:19][CH:18]=[C:17]([O:21][C:22]3[CH:27]=[CH:26][C:25]([C:28]([F:31])([F:30])[F:29])=[CH:24][N:23]=3)[CH:16]=2)[CH2:10][CH2:9]1)=O)(C)(C)C.[ClH:32].C(OCC)C. (3) Given the product [Cl:14][C:15]1[CH:29]=[CH:28][C:18]([CH2:19][O:20][C:21]2[CH:26]=[CH:25][N:24]([C:2]3[CH:10]=[CH:9][C:8]4[C:4](=[C:5]([CH3:12])[N:6]([CH3:11])[N:7]=4)[C:3]=3[F:13])[C:23](=[O:27])[CH:22]=2)=[CH:17][CH:16]=1, predict the reactants needed to synthesize it. The reactants are: Br[C:2]1[CH:10]=[CH:9][C:8]2[C:4](=[C:5]([CH3:12])[N:6]([CH3:11])[N:7]=2)[C:3]=1[F:13].[Cl:14][C:15]1[CH:29]=[CH:28][C:18]([CH2:19][O:20][C:21]2[CH:26]=[CH:25][NH:24][C:23](=[O:27])[CH:22]=2)=[CH:17][CH:16]=1.C(=O)([O-])[O-].[K+].[K+].CNCCNC.N. (4) Given the product [CH3:1][C:2]1[C:3]([CH2:4][OH:5])=[C:9]([CH3:13])[CH:10]=[CH:11][N:12]=1, predict the reactants needed to synthesize it. The reactants are: [CH3:1][C:2]1[N:12]=[CH:11][CH:10]=[C:9]([CH3:13])[C:3]=1[C:4](OCC)=[O:5].CC(C[AlH]CC(C)C)C. (5) Given the product [F:1][C:2]1[CH:3]=[CH:4][C:5]([C:8]2[O:9][C:10]3[CH:20]=[CH:19][C:18]([C:21]4[CH:22]=[C:23]([C:24](=[O:26])[NH:41][C:38]5([C:35]6[CH:36]=[CH:37][N:32]=[N:33][CH:34]=6)[CH2:40][CH2:39]5)[CH:27]=[CH:28][C:29]=4[CH3:30])=[CH:17][C:11]=3[C:12]=2[C:13]([NH:14][CH3:15])=[O:16])=[CH:6][CH:7]=1, predict the reactants needed to synthesize it. The reactants are: [F:1][C:2]1[CH:7]=[CH:6][C:5]([C:8]2[O:9][C:10]3[CH:20]=[CH:19][C:18]([C:21]4[CH:22]=[C:23]([CH:27]=[CH:28][C:29]=4[CH3:30])[C:24]([OH:26])=O)=[CH:17][C:11]=3[C:12]=2[C:13](=[O:16])[NH:14][CH3:15])=[CH:4][CH:3]=1.Cl.[N:32]1[CH:37]=[CH:36][C:35]([C:38]2([NH2:41])[CH2:40][CH2:39]2)=[CH:34][N:33]=1.CN([P+](ON1N=NC2C=CC=CC1=2)(N(C)C)N(C)C)C.F[P-](F)(F)(F)(F)F. (6) The reactants are: C(=O)([O-])O.[Na+].[CH2:6]([O:11][C:12]1[C@@H:17]([C@H:18]([CH2:20][OH:21])[OH:19])[O:16][C:14](=[O:15])[C:13]=1[OH:22])[CH:7]([CH2:9][OH:10])[OH:8].[CH2:23](Br)[C:24]1[CH:29]=[CH:28][CH:27]=[CH:26][CH:25]=1. Given the product [CH2:6]([O:11][C:12]1[C@@H:17]([C@H:18]([CH2:20][OH:21])[OH:19])[O:16][C:14](=[O:15])[C:13]=1[O:22][CH2:23][C:24]1[CH:29]=[CH:28][CH:27]=[CH:26][CH:25]=1)[CH:7]([CH2:9][OH:10])[OH:8], predict the reactants needed to synthesize it.